Task: Predict which catalyst facilitates the given reaction.. Dataset: Catalyst prediction with 721,799 reactions and 888 catalyst types from USPTO (1) Reactant: [CH3:1][N:2]([CH3:21])[CH:3]1[CH2:8][CH2:7][C:6]([C:9]2[C:17]3[C:12](=[CH:13][CH:14]=[C:15]([N+:18]([O-])=O)[CH:16]=3)[NH:11][CH:10]=2)=[CH:5][CH2:4]1.I.[S:23]1[CH:27]=[CH:26][CH:25]=[C:24]1[C:28](SC)=[NH:29]. Product: [CH3:1][N:2]([CH3:21])[CH:3]1[CH2:8][CH2:7][CH:6]([C:9]2[C:17]3[C:12](=[CH:13][CH:14]=[C:15]([NH:18][C:28]([C:24]4[S:23][CH:27]=[CH:26][CH:25]=4)=[NH:29])[CH:16]=3)[NH:11][CH:10]=2)[CH2:5][CH2:4]1. The catalyst class is: 50. (2) Reactant: [CH3:1][S:2]([O:5][C@H:6]([C@@H:19]1[CH:23]=[CH:22][CH2:21][O:20]1)[CH2:7][NH:8][C:9]([O:11][CH2:12][C:13]1[CH:18]=[CH:17][CH:16]=[CH:15][CH:14]=1)=[O:10])(=[O:4])=[O:3].C(N(CC([O-])=O)CC(O)=O)CN(CC([O-])=O)CC(O)=[O:29].[Na+].[Na+].FC(F)(F)C(C)=O.C(=O)(O)[O-].[Na+].OOS([O-])=O.[K+]. Product: [CH3:1][S:2]([O:5][C@H:6]([C@H:19]1[O:20][CH2:21][C@H:22]2[C@@H:23]1[O:29]2)[CH2:7][NH:8][C:9]([O:11][CH2:12][C:13]1[CH:18]=[CH:17][CH:16]=[CH:15][CH:14]=1)=[O:10])(=[O:3])=[O:4]. The catalyst class is: 47. (3) Reactant: [OH:1][CH2:2][C:3]1[CH:8]=[CH:7][C:6]([OH:9])=[CH:5][CH:4]=1.[Cl:10][C:11]1[CH:12]=[C:13]([C:22]2[CH2:23][CH2:24][C:25](=[O:28])[NH:26][N:27]=2)[CH:14]=[CH:15][C:16]=1[O:17][CH2:18][CH2:19][CH2:20]O.[O-]S(C(F)(F)F)(=O)=O.[Yb+3].[O-]S(C(F)(F)F)(=O)=O.[O-]S(C(F)(F)F)(=O)=O. Product: [Cl:10][C:11]1[CH:12]=[C:13]([C:22]2[CH2:23][CH2:24][C:25](=[O:28])[NH:26][N:27]=2)[CH:14]=[CH:15][C:16]=1[O:17][CH2:18][CH2:19][CH2:20][O:1][CH2:2][C:3]1[CH:8]=[CH:7][C:6]([OH:9])=[CH:5][CH:4]=1. The catalyst class is: 10. (4) Reactant: Br[C:2]1[CH:3]=[C:4]([C@:9]23[CH2:17][C@H:16]([OH:18])[CH2:15][C@H:14]2[CH2:13][S:12][C:11]([NH:19][C:20](=[O:27])[C:21]2[CH:26]=[CH:25][CH:24]=[CH:23][CH:22]=2)=[N:10]3)[CH:5]=[CH:6][C:7]=1[F:8].C(O)C.[N:31]1[CH:36]=[C:35](B(O)O)[CH:34]=[N:33][CH:32]=1.C(=O)([O-])[O-].[Cs+].[Cs+]. Product: [F:8][C:7]1[CH:6]=[CH:5][C:4]([C@:9]23[CH2:17][C@H:16]([OH:18])[CH2:15][C@H:14]2[CH2:13][S:12][C:11]([NH:19][C:20](=[O:27])[C:21]2[CH:26]=[CH:25][CH:24]=[CH:23][CH:22]=2)=[N:10]3)=[CH:3][C:2]=1[C:35]1[CH:36]=[N:31][CH:32]=[N:33][CH:34]=1. The catalyst class is: 600. (5) Reactant: [N:1]1[N:5]2[CH:6]=[C:7]([OH:10])[CH:8]=[CH:9][C:4]2=[CH:3][CH:2]=1.C(N(CC)CC)C.[F:18][C:19]([F:32])([F:31])[S:20](O[S:20]([C:19]([F:32])([F:31])[F:18])(=[O:22])=[O:21])(=[O:22])=[O:21]. Product: [N:1]1[N:5]2[CH:6]=[C:7]([O:10][S:20]([C:19]([F:32])([F:31])[F:18])(=[O:22])=[O:21])[CH:8]=[CH:9][C:4]2=[CH:3][CH:2]=1. The catalyst class is: 4. (6) Reactant: [O:1]=[C:2]([C:9]1[CH:14]=[CH:13][C:12]([C:15]([F:18])([F:17])[F:16])=[CH:11][CH:10]=1)[CH2:3][C:4]([O:6][CH2:7][CH3:8])=[O:5].[F:19][C:20]1[CH:27]=[CH:26][C:23]([CH2:24]Br)=[CH:22][CH:21]=1.C(=O)([O-])[O-].[K+].[K+]. Product: [F:19][C:20]1[CH:27]=[CH:26][C:23]([CH2:24][CH:3]([C:2](=[O:1])[C:9]2[CH:14]=[CH:13][C:12]([C:15]([F:16])([F:17])[F:18])=[CH:11][CH:10]=2)[C:4]([O:6][CH2:7][CH3:8])=[O:5])=[CH:22][CH:21]=1. The catalyst class is: 10. (7) Reactant: [Li][S:2][CH2:3][CH2:4][CH2:5][CH3:6].Cl[C:8]1[CH:9]=[CH:10][C:11]([N+:15]([O-:17])=[O:16])=[C:12]([CH:14]=1)[NH2:13].O. Product: [CH2:3]([S:2][C:8]1[CH:9]=[CH:10][C:11]([N+:15]([O-:17])=[O:16])=[C:12]([CH:14]=1)[NH2:13])[CH2:4][CH2:5][CH3:6]. The catalyst class is: 3. (8) Reactant: [NH2:1][CH:2]([C:22]1[CH:27]=[CH:26][C:25]([F:28])=[CH:24][CH:23]=1)[C:3]([N:5]([CH2:7][C:8]1[C:17]2[C:12](=[CH:13][CH:14]=[CH:15][CH:16]=2)[CH:11]=[C:10]([C:18]#[N:19])[C:9]=1[O:20][CH3:21])[CH3:6])=[O:4].Br[CH2:30][C:31]([O:33][CH3:34])=[O:32].C(N(CC)CC)C. Product: [C:18]([C:10]1[C:9]([O:20][CH3:21])=[C:8]([CH2:7][N:5]([CH3:6])[C:3](=[O:4])[CH:2]([NH:1][CH2:30][C:31]([O:33][CH3:34])=[O:32])[C:22]2[CH:23]=[CH:24][C:25]([F:28])=[CH:26][CH:27]=2)[C:17]2[C:12]([CH:11]=1)=[CH:13][CH:14]=[CH:15][CH:16]=2)#[N:19]. The catalyst class is: 1. (9) Reactant: [CH3:1][C:2]1[O:6][N:5]=[CH:4][CH:3]=1.C([O-])C.[Na+].[F:11][C:12]([F:26])([F:25])[C:13]1[CH:14]=[C:15]([NH:19][C:20]([CH3:24])=[CH:21][C:22]#[N:23])[CH:16]=[CH:17][CH:18]=1.[CH:27]([C:29]1[CH:36]=[CH:35][C:32]([C:33]#[N:34])=[CH:31][CH:30]=1)=O.N1CCCCC1. Product: [C:2]([C:3]1[CH:27]([C:29]2[CH:36]=[CH:35][C:32]([C:33]#[N:34])=[CH:31][CH:30]=2)[C:21]([C:22]#[N:23])=[C:20]([CH3:24])[N:19]([C:15]2[CH:16]=[CH:17][CH:18]=[C:13]([C:12]([F:25])([F:26])[F:11])[CH:14]=2)[C:4]=1[NH2:5])(=[O:6])[CH3:1]. The catalyst class is: 8.